Dataset: Reaction yield outcomes from USPTO patents with 853,638 reactions. Task: Predict the reaction yield, written as a fraction of the theoretical maximum amount of product (1.0 means a 100% yield; for example, 0.34 means a 34% yield). (1) The reactants are [F:1][C:2]1[CH:18]=[C:17]([N+:19]([O-])=O)[CH:16]=[CH:15][C:3]=1[O:4][C:5]1[C:6]2[N:13]([CH3:14])[CH:12]=[CH:11][C:7]=2[N:8]=[CH:9][N:10]=1.[Cl-].[NH4+]. The product is [F:1][C:2]1[CH:18]=[C:17]([CH:16]=[CH:15][C:3]=1[O:4][C:5]1[C:6]2[N:13]([CH3:14])[CH:12]=[CH:11][C:7]=2[N:8]=[CH:9][N:10]=1)[NH2:19]. The yield is 0.670. The catalyst is [Zn].CO. (2) The reactants are Br.[NH2:2][C:3]1[CH:8]=[C:7]([CH:9](Br)[C:10]([C:12]2[CH:17]=[CH:16][CH:15]=[C:14]([CH3:18])[CH:13]=2)=O)[CH:6]=[CH:5][N:4]=1.[F:20][C:21]1[CH:29]=[CH:28][C:24]([C:25]([NH2:27])=[S:26])=[CH:23][CH:22]=1.C(=O)([O-])O.[Na+]. The catalyst is CN(C)C=O. The product is [F:20][C:21]1[CH:29]=[CH:28][C:24]([C:25]2[S:26][C:9]([C:7]3[CH:6]=[CH:5][N:4]=[C:3]([NH2:2])[CH:8]=3)=[C:10]([C:12]3[CH:17]=[CH:16][CH:15]=[C:14]([CH3:18])[CH:13]=3)[N:27]=2)=[CH:23][CH:22]=1. The yield is 0.830. (3) The reactants are [CH2:1]([O:8][C:9](=[O:41])[N:10]([C@H:12]([C:14](=[O:40])[NH:15][C:16]1[C:17](=[O:39])[N:18]([CH2:23][C:24]2[CH:25]=[N:26][CH:27]=[C:28]([C:30](=[O:38])[C:31]3[CH:36]=[CH:35][C:34]([F:37])=[CH:33][CH:32]=3)[CH:29]=2)[C:19](Br)=[CH:20][CH:21]=1)[CH3:13])[CH3:11])[C:2]1[CH:7]=[CH:6][CH:5]=[CH:4][CH:3]=1.[C:42]1(B(O)O)[CH:47]=[CH:46][CH:45]=[CH:44][CH:43]=1.C([O-])([O-])=O.[Na+].[Na+]. The product is [CH2:1]([O:8][C:9](=[O:41])[N:10]([C@H:12]([C:14](=[O:40])[NH:15][C:16]1[C:17](=[O:39])[N:18]([CH2:23][C:24]2[CH:25]=[N:26][CH:27]=[C:28]([C:30](=[O:38])[C:31]3[CH:36]=[CH:35][C:34]([F:37])=[CH:33][CH:32]=3)[CH:29]=2)[C:19]([C:42]2[CH:47]=[CH:46][CH:45]=[CH:44][CH:43]=2)=[CH:20][CH:21]=1)[CH3:13])[CH3:11])[C:2]1[CH:7]=[CH:6][CH:5]=[CH:4][CH:3]=1. The catalyst is C1(C)C=CC=CC=1.C(O)C.CCOC(C)=O.Cl[Pd](Cl)([P](C1C=CC=CC=1)(C1C=CC=CC=1)C1C=CC=CC=1)[P](C1C=CC=CC=1)(C1C=CC=CC=1)C1C=CC=CC=1. The yield is 0.910. (4) The reactants are [C:1]([NH:4][C:5]1[C:6](=[CH:10][CH:11]=[CH:12][CH:13]=1)[C:7](O)=[O:8])(=[O:3])[CH3:2].C(Cl)(=O)C([Cl:17])=O. No catalyst specified. The product is [C:1]([NH:4][C:5]1[C:6](=[CH:10][CH:11]=[CH:12][CH:13]=1)[C:7]([Cl:17])=[O:8])(=[O:3])[CH3:2]. The yield is 1.00.